From a dataset of Reaction yield outcomes from USPTO patents with 853,638 reactions. Predict the reaction yield, written as a fraction of the theoretical maximum amount of product (1.0 means a 100% yield; for example, 0.34 means a 34% yield). (1) The reactants are Br[C:2]1[CH:7]=[CH:6][C:5]([S:8]([NH:11][C:12]2[S:16][N:15]=[CH:14][N:13]=2)(=[O:10])=[O:9])=[CH:4][CH:3]=1.[C:17]([O:21][C:22](=[O:30])[NH:23][CH:24]1[CH2:29][CH2:28][NH:27][CH2:26][CH2:25]1)([CH3:20])([CH3:19])[CH3:18].P.CC([O-])(C)C.[Na+].Cl. The catalyst is C1C=CC(/C=C/C(/C=C/C2C=CC=CC=2)=O)=CC=1.C1C=CC(/C=C/C(/C=C/C2C=CC=CC=2)=O)=CC=1.C1C=CC(/C=C/C(/C=C/C2C=CC=CC=2)=O)=CC=1.[Pd].[Pd].CCOC(C)=O.O.C1(C)C=CC=CC=1. The product is [S:16]1[C:12]([NH:11][S:8]([C:5]2[CH:6]=[CH:7][C:2]([N:27]3[CH2:26][CH2:25][CH:24]([NH:23][C:22](=[O:30])[O:21][C:17]([CH3:19])([CH3:18])[CH3:20])[CH2:29][CH2:28]3)=[CH:3][CH:4]=2)(=[O:10])=[O:9])=[N:13][CH:14]=[N:15]1. The yield is 0.700. (2) The reactants are Cl[C:2]1[N:7]=[C:6]([C:8]([NH:10][C@@H:11]([CH3:16])[C:12]([O:14][CH3:15])=[O:13])=[O:9])[CH:5]=[C:4]([CH:17]=[CH2:18])[N:3]=1.[F:19][C:20]1[CH:41]=[CH:40][C:23]([O:24][C:25]2[CH:30]=[CH:29][C:28](B3OC(C)(C)C(C)(C)O3)=[CH:27][CH:26]=2)=[CH:22][CH:21]=1.C([O-])([O-])=O.[Na+].[Na+]. The catalyst is O1CCOCC1.C1C=CC(P(C2C=CC=CC=2)[C-]2C=CC=C2)=CC=1.C1C=CC(P(C2C=CC=CC=2)[C-]2C=CC=C2)=CC=1.Cl[Pd]Cl.[Fe+2]. The product is [F:19][C:20]1[CH:41]=[CH:40][C:23]([O:24][C:25]2[CH:30]=[CH:29][C:28]([C:2]3[N:7]=[C:6]([C:8]([NH:10][C@@H:11]([CH3:16])[C:12]([O:14][CH3:15])=[O:13])=[O:9])[CH:5]=[C:4]([CH:17]=[CH2:18])[N:3]=3)=[CH:27][CH:26]=2)=[CH:22][CH:21]=1. The yield is 0.440. (3) The reactants are C(N(CC)CC)C.Cl.[CH3:9][O:10][C:11](=[O:24])[C:12]1[CH:17]=[CH:16][CH:15]=[C:14]([CH2:18][NH2:19])[C:13]=1[C:20]([O:22][CH3:23])=[O:21].[C:25](O[C:25]([O:27][C:28]([CH3:31])([CH3:30])[CH3:29])=[O:26])([O:27][C:28]([CH3:31])([CH3:30])[CH3:29])=[O:26]. The catalyst is ClCCl. The product is [CH3:9][O:10][C:11](=[O:24])[C:12]1[CH:17]=[CH:16][CH:15]=[C:14]([CH2:18][NH:19][C:25]([O:27][C:28]([CH3:31])([CH3:30])[CH3:29])=[O:26])[C:13]=1[C:20]([O:22][CH3:23])=[O:21]. The yield is 0.930. (4) The reactants are CC([O-])(C)C.[K+].[CH3:7][C:8](NC(=O)C1C=CC=CC=1C(F)(F)F)([NH:10][C:11](=[O:22])[C:12]1[CH:17]=[CH:16][CH:15]=[CH:14][C:13]=1[C:18]([F:21])([F:20])[F:19])[CH3:9].C(O)(=O)C.CCOC(C)=O. The catalyst is C1COCC1.CCOC(C)=O.C1CCCCC1.O. The product is [C:8]([NH:10][C:11](=[O:22])[C:12]1[CH:17]=[CH:16][CH:15]=[CH:14][C:13]=1[C:18]([F:20])([F:21])[F:19])([CH3:9])=[CH2:7]. The yield is 0.540. (5) The reactants are C([O:3][C:4]([C:6]1[N:7]=[CH:8][N:9]([CH3:26])[C:10]=1[N:11](C(OC(C)(C)C)=O)[C:12]([O:14][C:15]([CH3:18])([CH3:17])[CH3:16])=[O:13])=[O:5])C.[Li+].[OH-]. The catalyst is C1COCC1.O. The product is [C:15]([O:14][C:12]([NH:11][C:10]1[N:9]([CH3:26])[CH:8]=[N:7][C:6]=1[C:4]([OH:5])=[O:3])=[O:13])([CH3:18])([CH3:16])[CH3:17]. The yield is 0.650. (6) The reactants are [Cl:1][C:2]1[CH:7]=[C:6](I)[C:5]([Cl:9])=[CH:4][N:3]=1.[NH2:10][C:11]1[CH:20]=[CH:19][CH:18]=[CH:17][C:12]=1[C:13]([NH:15][CH3:16])=[O:14].P([O-])([O-])([O-])=O.[K+].[K+].[K+].C1(P(C2C=CC=CC=2)C2C=CC=CC=2OC2C=CC=CC=2P(C2C=CC=CC=2)C2C=CC=CC=2)C=CC=CC=1. The catalyst is O1CCOCC1.CC([O-])=O.CC([O-])=O.[Pd+2]. The product is [Cl:1][C:2]1[CH:7]=[C:6]([NH:10][C:11]2[CH:20]=[CH:19][CH:18]=[CH:17][C:12]=2[C:13]([NH:15][CH3:16])=[O:14])[C:5]([Cl:9])=[CH:4][N:3]=1. The yield is 0.560. (7) The reactants are [CH3:1][C@H:2]([OH:5])[CH2:3][NH2:4].[N+:6]([O-:9])([OH:8])=[O:7].C(OC(=O)C)(=O)C. No catalyst specified. The product is [N+:6]([O-:9])([OH:8])=[O:7].[N+:6]([O:5][C@@H:2]([CH3:1])[CH2:3][NH2:4])([O-:8])=[O:7]. The yield is 1.00. (8) The reactants are O.[OH-].[Li+].C([O:6][C:7]([C:9]1([CH:19]=[CH2:20])[CH2:14][O:13][C:12]([CH2:17][F:18])([CH2:15][F:16])[O:11][CH2:10]1)=[O:8])C.Cl.[Cl-].[Na+]. The catalyst is O.O1CCCC1.CO. The product is [F:16][CH2:15][C:12]1([CH2:17][F:18])[O:11][CH2:10][C:9]([CH:19]=[CH2:20])([C:7]([OH:8])=[O:6])[CH2:14][O:13]1. The yield is 0.710. (9) The reactants are Cl.[CH2:2]([O:4][C:5](=[O:31])[C:6]([CH3:30])([CH3:29])[CH2:7][CH2:8][CH2:9][CH2:10][CH2:11][C:12]([N+]#[C-])(S(C1C=CC(C)=CC=1)(=O)=O)[CH2:13][CH2:14][CH2:15][CH3:16])[CH3:3].[OH2:32]. The catalyst is C(Cl)Cl. The product is [CH2:2]([O:4][C:5](=[O:31])[C:6]([CH3:30])([CH3:29])[CH2:7][CH2:8][CH2:9][CH2:10][CH2:11][C:12](=[O:32])[CH2:13][CH2:14][CH2:15][CH3:16])[CH3:3]. The yield is 0.890.